Predict the reactants needed to synthesize the given product. From a dataset of Full USPTO retrosynthesis dataset with 1.9M reactions from patents (1976-2016). Given the product [ClH:16].[Cl:27][C:23]1[CH:22]=[C:21]2[C:26]([C:17]([NH:1][C:2]3[CH:3]=[CH:4][C:5]([N:10]4[CH2:15][CH2:14][O:13][CH2:12][CH2:11]4)=[C:6]([CH2:8][OH:9])[CH:7]=3)=[CH:18][CH:19]=[N:20]2)=[CH:25][CH:24]=1, predict the reactants needed to synthesize it. The reactants are: [NH2:1][C:2]1[CH:3]=[CH:4][C:5]([N:10]2[CH2:15][CH2:14][O:13][CH2:12][CH2:11]2)=[C:6]([CH2:8][OH:9])[CH:7]=1.[Cl:16][C:17]1[C:26]2[C:21](=[CH:22][C:23]([Cl:27])=[CH:24][CH:25]=2)[N:20]=[CH:19][CH:18]=1.